This data is from Forward reaction prediction with 1.9M reactions from USPTO patents (1976-2016). The task is: Predict the product of the given reaction. (1) Given the reactants [C:1]([O:5][C:6](=[O:27])[NH:7][CH:8]1[CH2:12][CH2:11][N:10]([C:13]2[C:22]3[C:17](=[CH:18][C:19]([O:25][CH3:26])=[C:20]([O:23][CH3:24])[CH:21]=3)[N:16]=[CH:15][N:14]=2)[CH2:9]1)([CH3:4])([CH3:3])[CH3:2].CS(C)=O.C(O)(C(F)(F)F)=O.[Cl:39][C:40]1[CH:45]=[CH:44][C:43]([N:46]=C=O)=[CH:42][CH:41]=1, predict the reaction product. The product is: [Cl:39][C:40]1[CH:45]=[CH:44][C:43]([NH:46][C:6]([NH:7][CH:8]2[CH2:12][CH2:11][N:10]([C:13]3[C:22]4[C:17](=[CH:18][C:19]([O:25][CH3:26])=[C:20]([O:23][CH3:24])[CH:21]=4)[N:16]=[CH:15][N:14]=3)[CH2:9]2)=[O:5])=[CH:42][CH:41]=1.[C:1]([O:5][C:6](=[O:27])[NH:7][CH:8]1[CH2:12][CH2:11][N:10]([C:13]2[C:22]3[C:17](=[CH:18][C:19]([O:25][CH3:26])=[C:20]([O:23][CH3:24])[CH:21]=3)[N:16]=[CH:15][N:14]=2)[CH2:9]1)([CH3:4])([CH3:3])[CH3:2]. (2) Given the reactants [O:1]=[S:2]1(=[O:30])[CH2:6][CH:5]([C:7]2[CH:12]=[CH:11][CH:10]=[CH:9][CH:8]=2)[CH2:4][N:3]1[C:13]1[C:24]([S:25]([CH3:28])(=[O:27])=[O:26])=[CH:23][C:16]([C:17]([NH:19][C:20]([NH2:22])=[NH:21])=[O:18])=[C:15]([CH3:29])[CH:14]=1.[ClH:31], predict the reaction product. The product is: [ClH:31].[O:30]=[S:2]1(=[O:1])[CH2:6][CH:5]([C:7]2[CH:8]=[CH:9][CH:10]=[CH:11][CH:12]=2)[CH2:4][N:3]1[C:13]1[C:24]([S:25]([CH3:28])(=[O:26])=[O:27])=[CH:23][C:16]([C:17]([NH:19][C:20]([NH2:22])=[NH:21])=[O:18])=[C:15]([CH3:29])[CH:14]=1. (3) Given the reactants CN(C)[CH:3]=[O:4].[Br:6][C:7]1[CH:8]=[C:9]([C:13]2[CH:22]=[C:16]3[CH:17]=[CH:18][CH:19]=[C:20]([Cl:21])[N:15]3[N:14]=2)[CH:10]=[CH:11][CH:12]=1.P(Cl)(Cl)(Cl)=O.O, predict the reaction product. The product is: [Br:6][C:7]1[CH:8]=[C:9]([C:13]2[C:22]([CH:3]=[O:4])=[C:16]3[CH:17]=[CH:18][CH:19]=[C:20]([Cl:21])[N:15]3[N:14]=2)[CH:10]=[CH:11][CH:12]=1. (4) Given the reactants [CH3:1][CH:2]([CH3:34])[C:3]([NH:5][C:6]1[CH:11]=[CH:10][CH:9]=[C:8]([CH:12]2[CH2:17][CH2:16][N:15]([CH2:18][CH2:19][CH2:20][CH2:21][C:22](=O)[C:23]3[CH:28]=[CH:27][C:26]([C:29]([F:32])([F:31])[F:30])=[CH:25][CH:24]=3)[CH2:14][CH2:13]2)[CH:7]=1)=[O:4].Cl.[C:36]1([NH:46]N)[C:45]2[C:40](=[CH:41][CH:42]=[CH:43][CH:44]=2)[CH:39]=[CH:38][CH:37]=1, predict the reaction product. The product is: [CH3:1][CH:2]([CH3:34])[C:3]([NH:5][C:6]1[CH:11]=[CH:10][CH:9]=[C:8]([CH:12]2[CH2:17][CH2:16][N:15]([CH2:18][CH2:19][CH2:20][C:21]3[C:37]4[C:36](=[C:45]5[CH:44]=[CH:43][CH:42]=[CH:41][C:40]5=[CH:39][CH:38]=4)[NH:46][C:22]=3[C:23]3[CH:28]=[CH:27][C:26]([C:29]([F:32])([F:31])[F:30])=[CH:25][CH:24]=3)[CH2:14][CH2:13]2)[CH:7]=1)=[O:4]. (5) Given the reactants [C:1]1([N:11]2[C:15]([S:16][CH2:17][C:18]([OH:20])=O)=[N:14][N:13]=[N:12]2)[C:10]2[C:5](=[CH:6][CH:7]=[CH:8][CH:9]=2)[CH:4]=[CH:3][CH:2]=1.[Cl:21][C:22]1[CH:28]=[CH:27][CH:26]=[CH:25][C:23]=1[NH2:24].O=P(Cl)(Cl)Cl, predict the reaction product. The product is: [Cl:21][C:22]1[CH:28]=[CH:27][CH:26]=[CH:25][C:23]=1[NH:24][C:18](=[O:20])[CH2:17][S:16][C:15]1[N:11]([C:1]2[C:10]3[C:5](=[CH:6][CH:7]=[CH:8][CH:9]=3)[CH:4]=[CH:3][CH:2]=2)[N:12]=[N:13][N:14]=1. (6) Given the reactants [F:1][C:2]1[CH:20]=[C:19]([C:21]2[CH:26]=[CH:25][N:24]=[C:23]3[NH:27][C:28]([C:30]4[CH2:31][CH2:32][NH:33][CH2:34][CH:35]=4)=[N:29][C:22]=23)[CH:18]=[CH:17][C:3]=1[CH2:4][NH:5][C:6]([C:8]1[N:12]=[C:11]([C:13]([CH3:16])([CH3:15])[CH3:14])[O:10][N:9]=1)=[O:7].CCN(C(C)C)C(C)C.[CH3:45][N:46]([CH3:50])[C:47](Cl)=[O:48].CO, predict the reaction product. The product is: [CH3:45][N:46]([CH3:50])[C:47]([N:33]1[CH2:32][CH:31]=[C:30]([C:28]2[NH:27][C:23]3=[N:24][CH:25]=[CH:26][C:21]([C:19]4[CH:18]=[CH:17][C:3]([CH2:4][NH:5][C:6]([C:8]5[N:12]=[C:11]([C:13]([CH3:16])([CH3:14])[CH3:15])[O:10][N:9]=5)=[O:7])=[C:2]([F:1])[CH:20]=4)=[C:22]3[N:29]=2)[CH2:35][CH2:34]1)=[O:48]. (7) Given the reactants Br[C:2]1[CH:8]=[CH:7][C:5]([NH2:6])=[CH:4][C:3]=1[O:9][CH3:10].[CH3:11][C:12]1[CH:17]=[C:16]([C:18]([F:21])([F:20])[F:19])[CH:15]=[CH:14][C:13]=1B(O)O.BrC1C=CC(N)=CC=1Cl.FC(F)(F)C1C=CC(B(O)O)=CC=1, predict the reaction product. The product is: [CH3:10][O:9][C:3]1[CH:4]=[C:5]([NH2:6])[CH:7]=[CH:8][C:2]=1[C:13]1[CH:14]=[CH:15][C:16]([C:18]([F:19])([F:21])[F:20])=[CH:17][C:12]=1[CH3:11]. (8) Given the reactants Cl.[O:2]([C:9]1[CH:30]=[CH:29][C:12]([O:13][C:14]2[C:19]([C:20]([NH2:22])=[O:21])=[CH:18][N:17]=[C:16]([N:23]3[CH2:28][CH2:27][NH:26][CH2:25][CH2:24]3)[N:15]=2)=[CH:11][CH:10]=1)[C:3]1[CH:8]=[CH:7][CH:6]=[CH:5][CH:4]=1.CCN(C(C)C)C(C)C.[C:40](Cl)(=[O:43])[CH:41]=[CH2:42].CO, predict the reaction product. The product is: [C:40]([N:26]1[CH2:27][CH2:28][N:23]([C:16]2[N:15]=[C:14]([O:13][C:12]3[CH:29]=[CH:30][C:9]([O:2][C:3]4[CH:8]=[CH:7][CH:6]=[CH:5][CH:4]=4)=[CH:10][CH:11]=3)[C:19]([C:20]([NH2:22])=[O:21])=[CH:18][N:17]=2)[CH2:24][CH2:25]1)(=[O:43])[CH:41]=[CH2:42].